From a dataset of Catalyst prediction with 721,799 reactions and 888 catalyst types from USPTO. Predict which catalyst facilitates the given reaction. (1) Reactant: C[O:2][C:3](=O)[CH2:4][N:5]1[CH2:10][CH2:9][N:8]([C:11]([O:13][C:14]([CH3:17])([CH3:16])[CH3:15])=[O:12])[CH2:7][C@H:6]1[CH3:18].[H-].[Li+].[Al+3].[H-].[H-].[H-]. Product: [OH:2][CH2:3][CH2:4][N:5]1[CH2:10][CH2:9][N:8]([C:11]([O:13][C:14]([CH3:17])([CH3:16])[CH3:15])=[O:12])[CH2:7][C@H:6]1[CH3:18]. The catalyst class is: 1. (2) Reactant: [C:1]([C:4]1[CH:5]=[C:6]([Cl:20])[C:7]([CH3:19])=[C:8]([C:17]#[N:18])[C:9]=1[C:10]1[CH:15]=[CH:14][CH:13]=[C:12]([F:16])[CH:11]=1)(=[O:3])[CH3:2].[N:21]([Si](C)(C)C)=[N+:22]=[N-:23].C([Sn](CCCC)=O)CCC. Product: [Cl:20][C:6]1[C:7]([CH3:19])=[C:8]([C:17]2[NH:23][N:22]=[N:21][N:18]=2)[C:9]([C:10]2[CH:15]=[CH:14][CH:13]=[C:12]([F:16])[CH:11]=2)=[C:4]([C:1](=[O:3])[CH3:2])[CH:5]=1. The catalyst class is: 11. (3) Reactant: [F:1][C:2]1[N:7]=[C:6]([C:8](N(C)OC)=[O:9])[CH:5]=[CH:4][CH:3]=1.[CH3:14][Mg]Cl. Product: [F:1][C:2]1[N:7]=[C:6]([C:8](=[O:9])[CH3:14])[CH:5]=[CH:4][CH:3]=1. The catalyst class is: 1. (4) The catalyst class is: 2. Product: [C:36]([C:40]1[CH:44]=[C:43]([NH:45][C:46]([NH:1][CH2:2][C:3]2[CH:28]=[CH:27][CH:26]=[CH:25][C:4]=2[CH2:5][O:6][C:7]2[CH:12]=[C:11]([CH3:13])[N:10]([CH2:14][C:15]3[CH:16]=[CH:17][C:18]([O:21][CH3:22])=[CH:19][CH:20]=3)[C:9](=[O:23])[C:8]=2[CH3:24])=[O:47])[N:42]([C:58]2[CH:63]=[CH:62][CH:61]=[CH:60][CH:59]=2)[N:41]=1)([CH3:39])([CH3:37])[CH3:38]. Reactant: [NH2:1][CH2:2][C:3]1[CH:28]=[CH:27][CH:26]=[CH:25][C:4]=1[CH2:5][O:6][C:7]1[CH:12]=[C:11]([CH3:13])[N:10]([CH2:14][C:15]2[CH:20]=[CH:19][C:18]([O:21][CH3:22])=[CH:17][CH:16]=2)[C:9](=[O:23])[C:8]=1[CH3:24].C(N(CC)CC)C.[C:36]([C:40]1[CH:44]=[C:43]([NH:45][C:46](=O)[O:47]C2C=CC([N+]([O-])=O)=CC=2)[N:42]([C:58]2[CH:63]=[CH:62][CH:61]=[CH:60][CH:59]=2)[N:41]=1)([CH3:39])([CH3:38])[CH3:37]. (5) The catalyst class is: 73. Product: [CH3:9][O:8][C:5]1[CH:6]=[CH:7][C:2]([C:21](=[O:20])[CH3:22])=[CH:3][C:4]=1[CH2:10][CH2:11][CH2:12][CH2:13][O:14][CH3:15]. Reactant: Br[C:2]1[CH:7]=[CH:6][C:5]([O:8][CH3:9])=[C:4]([CH2:10][CH2:11][CH2:12][CH2:13][O:14][CH3:15])[CH:3]=1.[Cl-].[Li+].[F-].[K+].[O:20]1CC[CH2:22][CH2:21]1. (6) Reactant: [C:1]([O:5][C:6](=[O:17])[CH:7]([NH2:16])[CH2:8][C:9]1[CH:14]=[CH:13][C:12]([I:15])=[CH:11][CH:10]=1)([CH3:4])([CH3:3])[CH3:2].CCN(C(C)C)C(C)C.[CH3:27][C:28]1[CH:36]=[C:35]([CH3:37])[CH:34]=[C:33]([CH3:38])[C:29]=1[C:30](Cl)=[O:31].C([O-])(O)=O.[Na+]. Product: [C:1]([O:5][C:6](=[O:17])[CH:7]([NH:16][C:30](=[O:31])[C:29]1[C:33]([CH3:38])=[CH:34][C:35]([CH3:37])=[CH:36][C:28]=1[CH3:27])[CH2:8][C:9]1[CH:10]=[CH:11][C:12]([I:15])=[CH:13][CH:14]=1)([CH3:4])([CH3:2])[CH3:3]. The catalyst class is: 2. (7) Reactant: CCN(C(C)C)C(C)C.Cl[C:11]1[CH:12]=[CH:13][C:14]2[N:15]([C:17]([C:20]([F:23])([F:22])[F:21])=[N:18][N:19]=2)[N:16]=1.[N:24]1([C:30]2[CH:40]=[CH:39][C:33]([C:34]([O:36][CH2:37][CH3:38])=[O:35])=[CH:32][CH:31]=2)[CH2:29][CH2:28][NH:27][CH2:26][CH2:25]1. Product: [F:21][C:20]([F:23])([F:22])[C:17]1[N:15]2[N:16]=[C:11]([N:27]3[CH2:26][CH2:25][N:24]([C:30]4[CH:31]=[CH:32][C:33]([C:34]([O:36][CH2:37][CH3:38])=[O:35])=[CH:39][CH:40]=4)[CH2:29][CH2:28]3)[CH:12]=[CH:13][C:14]2=[N:19][N:18]=1. The catalyst class is: 3.